This data is from Catalyst prediction with 721,799 reactions and 888 catalyst types from USPTO. The task is: Predict which catalyst facilitates the given reaction. Reactant: [CH3:1][O:2][C:3]1[CH:11]=[CH:10][C:6]([C:7]([OH:9])=O)=[CH:5][CH:4]=1.Cl.[F:13][C:14]1[CH:27]=[CH:26][C:17]([C:18]([CH:20]2[CH2:25][CH2:24][NH:23][CH2:22][CH2:21]2)=[O:19])=[CH:16][CH:15]=1.CN(C(ON1N=NC2C=CC=NC1=2)=[N+](C)C)C.F[P-](F)(F)(F)(F)F.CCN(C(C)C)C(C)C. Product: [CH3:1][O:2][C:3]1[CH:4]=[CH:5][C:6]([C:7]([N:23]2[CH2:24][CH2:25][CH:20]([C:18](=[O:19])[C:17]3[CH:16]=[CH:15][C:14]([F:13])=[CH:27][CH:26]=3)[CH2:21][CH2:22]2)=[O:9])=[CH:10][CH:11]=1. The catalyst class is: 36.